From a dataset of Peptide-MHC class II binding affinity with 134,281 pairs from IEDB. Regression. Given a peptide amino acid sequence and an MHC pseudo amino acid sequence, predict their binding affinity value. This is MHC class II binding data. (1) The peptide sequence is GKAFATYTNAKRIVK. The MHC is DRB1_0901 with pseudo-sequence DRB1_0901. The binding affinity (normalized) is 0.654. (2) The peptide sequence is MVFTPLLALATNLTE. The MHC is DRB1_0701 with pseudo-sequence DRB1_0701. The binding affinity (normalized) is 0.585. (3) The peptide sequence is DGGGFYADDTAGWDT. The MHC is HLA-DQA10201-DQB10301 with pseudo-sequence HLA-DQA10201-DQB10301. The binding affinity (normalized) is 0. (4) The peptide sequence is SVAGRVDGLELKKLG. The MHC is HLA-DQA10601-DQB10402 with pseudo-sequence HLA-DQA10601-DQB10402. The binding affinity (normalized) is 0.360. (5) The peptide sequence is EEQEQWKTANEAVQD. The MHC is DRB3_0202 with pseudo-sequence DRB3_0202. The binding affinity (normalized) is 0.270.